This data is from NCI-60 drug combinations with 297,098 pairs across 59 cell lines. The task is: Regression. Given two drug SMILES strings and cell line genomic features, predict the synergy score measuring deviation from expected non-interaction effect. (1) Drug 1: C1=NC2=C(N1)C(=S)N=C(N2)N. Drug 2: CC=C1C(=O)NC(C(=O)OC2CC(=O)NC(C(=O)NC(CSSCCC=C2)C(=O)N1)C(C)C)C(C)C. Cell line: SK-MEL-5. Synergy scores: CSS=71.2, Synergy_ZIP=2.23, Synergy_Bliss=1.63, Synergy_Loewe=-3.61, Synergy_HSA=3.94. (2) Cell line: MCF7. Synergy scores: CSS=43.0, Synergy_ZIP=-6.83, Synergy_Bliss=-1.12, Synergy_Loewe=2.86, Synergy_HSA=4.94. Drug 1: CCC1=C2CN3C(=CC4=C(C3=O)COC(=O)C4(CC)O)C2=NC5=C1C=C(C=C5)O. Drug 2: C1CCC(C(C1)N)N.C(=O)(C(=O)[O-])[O-].[Pt+4]. (3) Drug 1: CCC1=CC2CC(C3=C(CN(C2)C1)C4=CC=CC=C4N3)(C5=C(C=C6C(=C5)C78CCN9C7C(C=CC9)(C(C(C8N6C)(C(=O)OC)O)OC(=O)C)CC)OC)C(=O)OC.C(C(C(=O)O)O)(C(=O)O)O. Drug 2: CC1=C(C(CCC1)(C)C)C=CC(=CC=CC(=CC(=O)O)C)C. Cell line: MDA-MB-231. Synergy scores: CSS=36.4, Synergy_ZIP=0.228, Synergy_Bliss=2.35, Synergy_Loewe=-28.7, Synergy_HSA=-1.77. (4) Drug 1: CC(C)(C1=NC(=CC=C1)N2C3=NC(=NC=C3C(=O)N2CC=C)NC4=CC=C(C=C4)N5CCN(CC5)C)O. Drug 2: CC(C)(C#N)C1=CC=C(C=C1)N2C3=C4C=C(C=CC4=NC=C3N(C2=O)C)C5=CC6=CC=CC=C6N=C5. Cell line: SK-OV-3. Synergy scores: CSS=73.0, Synergy_ZIP=11.4, Synergy_Bliss=10.8, Synergy_Loewe=7.54, Synergy_HSA=16.2.